This data is from Reaction yield outcomes from USPTO patents with 853,638 reactions. The task is: Predict the reaction yield, written as a fraction of the theoretical maximum amount of product (1.0 means a 100% yield; for example, 0.34 means a 34% yield). The reactants are [F:1][C:2]1[CH:19]=[CH:18][C:17]([F:20])=[CH:16][C:3]=1[CH2:4][N:5]1[CH2:10][CH2:9][NH:8][C:7]2[N:11]=[CH:12][C:13](I)=[CH:14][C:6]1=2.[C:21]([Cu])#[N:22]. No catalyst specified. The product is [F:1][C:2]1[CH:19]=[CH:18][C:17]([F:20])=[CH:16][C:3]=1[CH2:4][N:5]1[CH2:10][CH2:9][NH:8][C:7]2[N:11]=[CH:12][C:13]([C:21]#[N:22])=[CH:14][C:6]1=2. The yield is 0.860.